Dataset: Catalyst prediction with 721,799 reactions and 888 catalyst types from USPTO. Task: Predict which catalyst facilitates the given reaction. (1) Reactant: C[O:2][C:3]([C:5]1[NH:6][C:7]2[C:12]([CH:13]=1)=[C:11]([O:14][CH:15]([CH3:17])[CH3:16])[CH:10]=[CH:9][CH:8]=2)=[O:4].[Li+].[OH-].O. Product: [CH:15]([O:14][C:11]1[CH:10]=[CH:9][CH:8]=[C:7]2[C:12]=1[CH:13]=[C:5]([C:3]([OH:4])=[O:2])[NH:6]2)([CH3:17])[CH3:16]. The catalyst class is: 1. (2) Reactant: [C:1]([C:3]1[CH:4]=[C:5]([CH:20]=[CH:21][CH:22]=1)[CH:6]=[C:7]1[CH2:12][CH2:11][N:10](C(OC(C)(C)C)=O)[CH2:9][CH2:8]1)#[N:2].CO.[ClH:25]. Product: [ClH:25].[C:1]([C:3]1[CH:4]=[C:5]([CH:20]=[CH:21][CH:22]=1)[CH:6]=[C:7]1[CH2:12][CH2:11][NH:10][CH2:9][CH2:8]1)#[N:2]. The catalyst class is: 27. (3) Reactant: [F:1][C:2]1[CH:21]=[CH:20][C:5]([CH2:6][N:7]2[CH2:12][CH:11]([CH2:13][CH2:14][N:15]([O:17][CH3:18])[CH3:16])[NH:10][CH2:9][C:8]2=[O:19])=[CH:4][CH:3]=1.[CH:22]([N:25]=[C:26]=[O:27])([CH3:24])[CH3:23]. Product: [F:1][C:2]1[CH:3]=[CH:4][C:5]([CH2:6][N:7]2[C:8](=[O:19])[CH2:9][N:10]([C:26]([NH:25][CH:22]([CH3:24])[CH3:23])=[O:27])[CH:11]([CH2:13][CH2:14][N:15]([O:17][CH3:18])[CH3:16])[CH2:12]2)=[CH:20][CH:21]=1. The catalyst class is: 2. (4) Reactant: [Cl:1][C:2]1[CH:3]=[C:4]([CH:9]=[CH:10][C:11]=1[O:12][CH:13]([CH3:15])[CH3:14])/[C:5](=[N:7]/[OH:8])/[NH2:6].Br[C:17]1[CH:25]=[CH:24][C:20]([C:21](O)=O)=[CH:19][N:18]=1.C1CCC(N=C=NC2CCCCC2)CC1.[CH:41]1[CH:42]=[CH:43][C:44]2[N:49]([OH:50])[N:48]=[N:47][C:45]=2[CH:46]=1.CCN(C(C)C)C(C)C. Product: [N:49]1([O:50][C:17]2[N:18]=[CH:19][C:20]([C:21]3[O:8][N:7]=[C:5]([C:4]4[CH:9]=[CH:10][C:11]([O:12][CH:13]([CH3:15])[CH3:14])=[C:2]([Cl:1])[CH:3]=4)[N:6]=3)=[CH:24][CH:25]=2)[C:44]2[CH:43]=[CH:42][CH:41]=[CH:46][C:45]=2[N:47]=[N:48]1. The catalyst class is: 10. (5) Reactant: [F:1][C:2]1[CH:3]=[C:4]([CH2:11][C:12]([OH:14])=O)[CH:5]=[C:6]([O:9][CH3:10])[C:7]=1[F:8].Cl.CN(C)CCCN=C=NCC.ON1C2C=CC=CC=2N=N1.[CH2:37]([O:44][C:45]1[CH:54]=[CH:53][C:48]([C:49]([NH:51][NH2:52])=[O:50])=[C:47]([CH2:55][CH3:56])[C:46]=1[CH3:57])[C:38]1[CH:43]=[CH:42][CH:41]=[CH:40][CH:39]=1. Product: [F:1][C:2]1[CH:3]=[C:4]([CH2:11][C:12]([NH:52][NH:51][C:49](=[O:50])[C:48]2[CH:53]=[CH:54][C:45]([O:44][CH2:37][C:38]3[CH:39]=[CH:40][CH:41]=[CH:42][CH:43]=3)=[C:46]([CH3:57])[C:47]=2[CH2:55][CH3:56])=[O:14])[CH:5]=[C:6]([O:9][CH3:10])[C:7]=1[F:8]. The catalyst class is: 35. (6) Reactant: [O:1]1[CH2:6][CH2:5][CH2:4][CH2:3][CH:2]1[N:7]1[C:15]2[CH:14]=[CH:13][CH:12]=[C:11]([C:16]#[N:17])[C:10]=2[CH:9]=[N:8]1.N. Product: [O:1]1[CH2:6][CH2:5][CH2:4][CH2:3][CH:2]1[N:7]1[C:15]2[C:10](=[C:11]([CH2:16][NH2:17])[CH:12]=[CH:13][CH:14]=2)[CH:9]=[N:8]1. The catalyst class is: 94. (7) Reactant: [Cl:1][C:2]1[CH:3]=[C:4]([C:8]2[N:16]=[C:15]([C:17]([O:19]C)=O)[N:14]=[C:13]3[C:9]=2[N:10]([CH2:29][C@H:30]2[CH2:35][CH2:34][C@H:33]([CH3:36])[CH2:32][CH2:31]2)[C:11]([CH:21]([OH:28])[CH:22]2[CH2:27][CH2:26][O:25][CH2:24][CH2:23]2)=[N:12]3)[CH:5]=[CH:6][CH:7]=1.[NH2:37][NH2:38].C1COCC1. Product: [Cl:1][C:2]1[CH:3]=[C:4]([C:8]2[N:16]=[C:15]([C:17]([NH:37][NH2:38])=[O:19])[N:14]=[C:13]3[C:9]=2[N:10]([CH2:29][C@H:30]2[CH2:35][CH2:34][C@H:33]([CH3:36])[CH2:32][CH2:31]2)[C:11]([CH:21]([OH:28])[CH:22]2[CH2:27][CH2:26][O:25][CH2:24][CH2:23]2)=[N:12]3)[CH:5]=[CH:6][CH:7]=1. The catalyst class is: 5. (8) Reactant: F[C:2]1[C:3]([CH3:14])=[C:4]([C:8]([N+:11]([O-:13])=[O:12])=[CH:9][CH:10]=1)[C:5]([OH:7])=[O:6].[CH3:15][O-:16].[K+]. Product: [CH3:15][O:16][C:2]1[C:3]([CH3:14])=[C:4]([C:8]([N+:11]([O-:13])=[O:12])=[CH:9][CH:10]=1)[C:5]([OH:7])=[O:6]. The catalyst class is: 36. (9) Reactant: [N:1]1[CH:6]=[CH:5][CH:4]=[CH:3][C:2]=1[C:7]1[S:8][CH:9]=[C:10]([C:12]([C:14]2[CH:23]=[CH:22][C:17]3[NH:18][C:19](=[O:21])[S:20][C:16]=3[CH:15]=2)=[O:13])[N:11]=1.[H-].[Na+].Cl[CH2:27][O:28][CH3:29]. Product: [CH3:27][O:28][CH2:29][N:18]1[C:17]2[CH:22]=[CH:23][C:14]([C:12]([C:10]3[N:11]=[C:7]([C:2]4[CH:3]=[CH:4][CH:5]=[CH:6][N:1]=4)[S:8][CH:9]=3)=[O:13])=[CH:15][C:16]=2[S:20][C:19]1=[O:21]. The catalyst class is: 9. (10) The catalyst class is: 10. Reactant: [CH3:1][N:2]([CH2:22][C@@H:23]1[C:26]2[CH:27]=[C:28]([O:33][CH3:34])[C:29]([O:31][CH3:32])=[CH:30][C:25]=2[CH2:24]1)[CH2:3][CH2:4][CH2:5][N:6]1[C:16](=[O:17])[CH2:15][C:14]2[C:9](=[CH:10][C:11]([O:20][CH3:21])=[C:12]([O:18][CH3:19])[CH:13]=2)[CH2:8][CH2:7]1.[ClH:35].C(#N)C. Product: [CH3:1][N:2]([CH2:22][C@@H:23]1[C:26]2[CH:27]=[C:28]([O:33][CH3:34])[C:29]([O:31][CH3:32])=[CH:30][C:25]=2[CH2:24]1)[CH2:3][CH2:4][CH2:5][N:6]1[C:16](=[O:17])[CH2:15][C:14]2[C:9](=[CH:10][C:11]([O:20][CH3:21])=[C:12]([O:18][CH3:19])[CH:13]=2)[CH2:8][CH2:7]1.[ClH:35].